Dataset: Catalyst prediction with 721,799 reactions and 888 catalyst types from USPTO. Task: Predict which catalyst facilitates the given reaction. (1) Reactant: FC(F)(F)C(O)=O.[NH2:8][C@H:9]1[CH2:14][CH2:13][C@H:12]([NH:15][C:16]2[CH:21]=[C:20]([C:22]3[CH:27]=[CH:26][CH:25]=[C:24]([NH:28][CH2:29][CH:30]4[CH2:35][CH2:34][O:33][C:32]([CH3:37])([CH3:36])[CH2:31]4)[N:23]=3)[C:19]([Cl:38])=[CH:18][N:17]=2)[CH2:11][CH2:10]1. Product: [NH2:8][C@H:9]1[CH2:14][CH2:13][C@H:12]([NH:15][C:16]2[CH:21]=[C:20]([C:22]3[CH:27]=[CH:26][CH:25]=[C:24]([NH:28][CH2:29][CH:30]4[CH2:35][CH2:34][O:33][C:32]([CH3:36])([CH3:37])[CH2:31]4)[N:23]=3)[C:19]([Cl:38])=[CH:18][N:17]=2)[CH2:11][CH2:10]1. The catalyst class is: 5. (2) Reactant: [CH2:1]([O:3][C:4]([C:6]1[N:7]=[N:8][N:9](CC2C=CC(OC)=CC=2)[C:10]=1[CH3:11])=[O:5])[CH3:2].C(OC(C1N(CC2C=CC(OC)=CC=2)N=NC=1C)=O)C.[N+]([O-])([O-])=O.[NH4+].[Ce+4].[N+]([O-])([O-])=O.[N+]([O-])([O-])=O.[N+]([O-])([O-])=O.[N+]([O-])([O-])=O. Product: [CH2:1]([O:3][C:4]([C:6]1[C:10]([CH3:11])=[N:9][NH:8][N:7]=1)=[O:5])[CH3:2]. The catalyst class is: 47.